Dataset: NCI-60 drug combinations with 297,098 pairs across 59 cell lines. Task: Regression. Given two drug SMILES strings and cell line genomic features, predict the synergy score measuring deviation from expected non-interaction effect. (1) Drug 1: CCN(CC)CCNC(=O)C1=C(NC(=C1C)C=C2C3=C(C=CC(=C3)F)NC2=O)C. Drug 2: C(CC(=O)O)C(=O)CN.Cl. Cell line: MALME-3M. Synergy scores: CSS=14.8, Synergy_ZIP=-1.47, Synergy_Bliss=2.57, Synergy_Loewe=-7.05, Synergy_HSA=3.69. (2) Cell line: IGROV1. Drug 2: C1CNP(=O)(OC1)N(CCCl)CCCl. Drug 1: C#CCC(CC1=CN=C2C(=N1)C(=NC(=N2)N)N)C3=CC=C(C=C3)C(=O)NC(CCC(=O)O)C(=O)O. Synergy scores: CSS=-2.30, Synergy_ZIP=1.24, Synergy_Bliss=-1.99, Synergy_Loewe=-0.574, Synergy_HSA=-4.55.